From a dataset of Reaction yield outcomes from USPTO patents with 853,638 reactions. Predict the reaction yield, written as a fraction of the theoretical maximum amount of product (1.0 means a 100% yield; for example, 0.34 means a 34% yield). (1) The reactants are [F:1][C:2]1[C:3]([NH:9][C:10](=[O:12])[CH3:11])=[N:4][C:5](=[O:8])[NH:6][CH:7]=1.[CH3:13][C:14]1[CH:22]=[CH:21][C:17]([C:18](Cl)=[O:19])=[CH:16][CH:15]=1.CCN(CC)CC. The catalyst is C(Cl)Cl. The product is [F:1][C:2]1[C:3]([NH:9][C:10](=[O:12])[CH3:11])=[N:4][C:5](=[O:8])[N:6]([C:18](=[O:19])[C:17]2[CH:21]=[CH:22][C:14]([CH3:13])=[CH:15][CH:16]=2)[CH:7]=1. The yield is 0.0300. (2) The reactants are C=O.[C:3]([BH3-])#N.[Na+].[CH3:7][N:8]([CH3:31])[NH:9][C:10]1[CH:19]=[C:18]2[C:13]([CH:14]=[C:15]([C:21]3[CH:26]=[CH:25][CH:24]=[CH:23][C:22]=3[C:27]([F:30])([F:29])[F:28])[NH:16][C:17]2=[O:20])=[CH:12][CH:11]=1.C(=O)(O)[O-].[Na+]. The catalyst is CO.C(O)(=O)C. The product is [F:29][C:27]([F:28])([F:30])[C:22]1[CH:23]=[CH:24][CH:25]=[CH:26][C:21]=1[C:15]1[NH:16][C:17](=[O:20])[C:18]2[C:13]([CH:14]=1)=[CH:12][CH:11]=[C:10]([N:9]([CH3:3])[N:8]([CH3:31])[CH3:7])[CH:19]=2. The yield is 0.880.